From a dataset of NCI-60 drug combinations with 297,098 pairs across 59 cell lines. Regression. Given two drug SMILES strings and cell line genomic features, predict the synergy score measuring deviation from expected non-interaction effect. (1) Drug 1: C1CCN(CC1)CCOC2=CC=C(C=C2)C(=O)C3=C(SC4=C3C=CC(=C4)O)C5=CC=C(C=C5)O. Cell line: RXF 393. Drug 2: C1=NC(=NC(=O)N1C2C(C(C(O2)CO)O)O)N. Synergy scores: CSS=19.4, Synergy_ZIP=-2.17, Synergy_Bliss=4.36, Synergy_Loewe=-1.45, Synergy_HSA=5.04. (2) Synergy scores: CSS=1.65, Synergy_ZIP=-0.335, Synergy_Bliss=2.60, Synergy_Loewe=-0.627, Synergy_HSA=0.226. Drug 1: C1CC(C1)(C(=O)O)C(=O)O.[NH2-].[NH2-].[Pt+2]. Cell line: T-47D. Drug 2: C1=CN(C=N1)CC(O)(P(=O)(O)O)P(=O)(O)O. (3) Drug 2: C1=CN(C(=O)N=C1N)C2C(C(C(O2)CO)O)O.Cl. Synergy scores: CSS=45.8, Synergy_ZIP=-3.00, Synergy_Bliss=1.94, Synergy_Loewe=-0.835, Synergy_HSA=7.56. Drug 1: C1=CC(=C2C(=C1NCCNCCO)C(=O)C3=C(C=CC(=C3C2=O)O)O)NCCNCCO. Cell line: HS 578T.